Dataset: Full USPTO retrosynthesis dataset with 1.9M reactions from patents (1976-2016). Task: Predict the reactants needed to synthesize the given product. Given the product [CH3:1][O:2][C:3]1[CH:8]=[CH:7][C:6]([CH2:9][C:10]([NH:17][C:18]2[CH:27]=[CH:26][C:21]([C:22]([OH:24])=[O:23])=[CH:20][N:19]=2)=[O:12])=[C:5]([C:13]([F:16])([F:15])[F:14])[CH:4]=1, predict the reactants needed to synthesize it. The reactants are: [CH3:1][O:2][C:3]1[CH:8]=[CH:7][C:6]([CH2:9][C:10]([OH:12])=O)=[C:5]([C:13]([F:16])([F:15])[F:14])[CH:4]=1.[NH2:17][C:18]1[CH:27]=[CH:26][C:21]([C:22]([O:24]C)=[O:23])=[CH:20][N:19]=1.CN(C(ON1N=NC2C=CC=NC1=2)=[N+](C)C)C.F[P-](F)(F)(F)(F)F.[Li+].[OH-].